This data is from Full USPTO retrosynthesis dataset with 1.9M reactions from patents (1976-2016). The task is: Predict the reactants needed to synthesize the given product. Given the product [Cl:8][C:9]1[N:10]=[CH:11][C:12]([C:13](=[N:18][OH:19])[NH2:14])=[CH:15][CH:16]=1, predict the reactants needed to synthesize it. The reactants are: C(N(CC)CC)C.[Cl:8][C:9]1[CH:16]=[CH:15][C:12]([C:13]#[N:14])=[CH:11][N:10]=1.Cl.[NH2:18][OH:19].